The task is: Predict the reaction yield, written as a fraction of the theoretical maximum amount of product (1.0 means a 100% yield; for example, 0.34 means a 34% yield).. This data is from Reaction yield outcomes from USPTO patents with 853,638 reactions. (1) The reactants are [F:1][C:2]1[CH:7]=[CH:6][C:5]([NH:8][CH:9]([C:11]2[CH:12]=[C:13]([C:28](O)=[O:29])[CH:14]=[C:15]3[C:20]=2[O:19][C:18]([N:21]2[CH2:26][CH2:25][O:24][CH2:23][CH2:22]2)=[CH:17][C:16]3=[O:27])[CH3:10])=[CH:4][CH:3]=1.[CH3:31][N:32]([CH3:37])[CH2:33][CH2:34][NH:35][CH3:36]. No catalyst specified. The product is [CH3:31][N:32]([CH3:37])[CH2:33][CH2:34][N:35]([CH3:36])[C:28]([C:13]1[CH:14]=[C:15]2[C:20](=[C:11]([CH:9]([NH:8][C:5]3[CH:6]=[CH:7][C:2]([F:1])=[CH:3][CH:4]=3)[CH3:10])[CH:12]=1)[O:19][C:18]([N:21]1[CH2:26][CH2:25][O:24][CH2:23][CH2:22]1)=[CH:17][C:16]2=[O:27])=[O:29]. The yield is 0.156. (2) The reactants are F[C:2]1[CH:7]=[CH:6][C:5]([N+:8]([O-:10])=[O:9])=[CH:4][CH:3]=1.[Br:11][C:12]1[CH:19]=[CH:18][C:17]([OH:20])=[CH:16][C:13]=1[CH:14]=[O:15].C([O-])([O-])=O.[K+].[K+].CCOC(C)=O. The catalyst is CN(C=O)C.O. The product is [Br:11][C:12]1[CH:19]=[CH:18][C:17]([O:20][C:2]2[CH:7]=[CH:6][C:5]([N+:8]([O-:10])=[O:9])=[CH:4][CH:3]=2)=[CH:16][C:13]=1[CH:14]=[O:15]. The yield is 0.807. (3) The catalyst is CO.O. The reactants are [Cl:1][C:2]1[CH:3]=[C:4]([CH:10]=[C:11]([F:39])[C:12]=1[CH2:13][CH2:14][C:15]1[N:16]([C:32]2[CH:37]=[CH:36][C:35]([F:38])=[CH:34][CH:33]=2)[C:17]([C:20]([C:23]2[CH:28]=[CH:27][C:26]([Cl:29])=[C:25]([O:30][CH3:31])[CH:24]=2)([CH3:22])[CH3:21])=[CH:18][N:19]=1)[C:5]([O:7]CC)=[O:6].[OH-].[Na+]. The product is [Cl:1][C:2]1[CH:3]=[C:4]([CH:10]=[C:11]([F:39])[C:12]=1[CH2:13][CH2:14][C:15]1[N:16]([C:32]2[CH:33]=[CH:34][C:35]([F:38])=[CH:36][CH:37]=2)[C:17]([C:20]([C:23]2[CH:28]=[CH:27][C:26]([Cl:29])=[C:25]([O:30][CH3:31])[CH:24]=2)([CH3:22])[CH3:21])=[CH:18][N:19]=1)[C:5]([OH:7])=[O:6]. The yield is 0.810.